This data is from Peptide-MHC class I binding affinity with 185,985 pairs from IEDB/IMGT. The task is: Regression. Given a peptide amino acid sequence and an MHC pseudo amino acid sequence, predict their binding affinity value. This is MHC class I binding data. (1) The MHC is HLA-B08:01 with pseudo-sequence HLA-B08:01. The peptide sequence is DSDPMDGCE. The binding affinity (normalized) is 0.0847. (2) The peptide sequence is RLFDFNKQAI. The MHC is HLA-A02:01 with pseudo-sequence HLA-A02:01. The binding affinity (normalized) is 0.468. (3) The peptide sequence is VSQGIRQVLF. The MHC is Mamu-A02 with pseudo-sequence Mamu-A02. The binding affinity (normalized) is 0.639. (4) The peptide sequence is IEEQVNKTM. The MHC is HLA-B40:01 with pseudo-sequence HLA-B40:01. The binding affinity (normalized) is 0.677. (5) The peptide sequence is NQLIYVILTI. The MHC is HLA-A02:06 with pseudo-sequence HLA-A02:06. The binding affinity (normalized) is 0.530. (6) The MHC is HLA-A02:01 with pseudo-sequence HLA-A02:01. The peptide sequence is NIYLNFPWL. The binding affinity (normalized) is 0.344. (7) The peptide sequence is VPKIFIDNI. The MHC is HLA-B35:01 with pseudo-sequence HLA-B35:01. The binding affinity (normalized) is 0. (8) The peptide sequence is FVNYNFTLV. The MHC is Mamu-A2601 with pseudo-sequence Mamu-A2601. The binding affinity (normalized) is 0.0240. (9) The peptide sequence is RRNDVARIF. The MHC is HLA-A11:01 with pseudo-sequence HLA-A11:01. The binding affinity (normalized) is 0.0847.